Dataset: Catalyst prediction with 721,799 reactions and 888 catalyst types from USPTO. Task: Predict which catalyst facilitates the given reaction. Reactant: [CH2:1]([O:8][C:9]1[C:10]([O:23][CH3:24])=[CH:11][C:12]([C:17]2[N:21]=[C:20]([CH3:22])[O:19][N:18]=2)=[C:13]([CH:16]=1)[CH:14]=[O:15])[C:2]1[CH:7]=[CH:6][CH:5]=[CH:4][CH:3]=1.[C:25]1([Mg]Br)[CH:30]=[CH:29][CH:28]=[CH:27][CH:26]=1.[Cl-].[NH4+].Cl. The catalyst class is: 362. Product: [CH2:1]([O:8][C:9]1[C:10]([O:23][CH3:24])=[CH:11][C:12]([C:17]2[N:21]=[C:20]([CH3:22])[O:19][N:18]=2)=[C:13]([CH:14]([C:25]2[CH:30]=[CH:29][CH:28]=[CH:27][CH:26]=2)[OH:15])[CH:16]=1)[C:2]1[CH:3]=[CH:4][CH:5]=[CH:6][CH:7]=1.